This data is from Full USPTO retrosynthesis dataset with 1.9M reactions from patents (1976-2016). The task is: Predict the reactants needed to synthesize the given product. (1) Given the product [C:37]([NH:1][CH2:2][CH2:3][N:4]([C:21]1[CH:26]=[CH:25][CH:24]=[CH:23][C:22]=1[Cl:27])[C:5]([C:7]1[S:20][C:10]2[C:11]3[CH:19]=[CH:18][CH:17]=[CH:16][C:12]=3[O:13][CH2:14][CH2:15][C:9]=2[CH:8]=1)=[O:6])(=[O:39])[CH3:38], predict the reactants needed to synthesize it. The reactants are: [NH2:1][CH2:2][CH2:3][N:4]([C:21]1[CH:26]=[CH:25][CH:24]=[CH:23][C:22]=1[Cl:27])[C:5]([C:7]1[S:20][C:10]2[C:11]3[CH:19]=[CH:18][CH:17]=[CH:16][C:12]=3[O:13][CH2:14][CH2:15][C:9]=2[CH:8]=1)=[O:6].CCN(C(C)C)C(C)C.[C:37](Cl)(=[O:39])[CH3:38]. (2) Given the product [Si:1]([O:8][CH2:9][C@@H:10]([N:12]1[C:13]2[C:18]([CH3:19])=[C:17]([CH3:20])[N:16]=[C:15]([Cl:21])[C:14]=2[N:22]=[C:32]1[CH2:31][Cl:30])[CH3:11])([C:4]([CH3:7])([CH3:6])[CH3:5])([CH3:3])[CH3:2], predict the reactants needed to synthesize it. The reactants are: [Si:1]([O:8][CH2:9][C@@H:10]([NH:12][C:13]1[C:18]([CH3:19])=[C:17]([CH3:20])[N:16]=[C:15]([Cl:21])[C:14]=1[NH2:22])[CH3:11])([C:4]([CH3:7])([CH3:6])[CH3:5])([CH3:3])[CH3:2].C(N(CC)CC)C.[Cl:30][CH2:31][C:32](Cl)=O.